From a dataset of Catalyst prediction with 721,799 reactions and 888 catalyst types from USPTO. Predict which catalyst facilitates the given reaction. (1) Reactant: [CH3:1][NH:2][C:3](=[O:6])[CH2:4][NH2:5].S=[C:8]1[CH2:12][S:11][C:10](=[O:13])[NH:9]1. Product: [CH3:1][NH:2][C:3](=[O:6])[CH2:4][NH:5][C:8]1[CH2:12][S:11][C:10](=[O:13])[N:9]=1. The catalyst class is: 8. (2) Reactant: [Na].Cl[C:3]1[N:11]=[C:10]2[C:6]([N:7]=[C:8]([OH:24])[N:9]2[CH2:12][C:13]2[CH:18]=[CH:17][CH:16]=[C:15]([CH2:19][C:20]([O:22][CH3:23])=[O:21])[CH:14]=2)=[C:5]([NH2:25])[N:4]=1.Cl.[S:27](=O)(=O)(O)O.C(=O)([O-])O.[Na+].[CH2:37]([OH:39])[CH3:38]. Product: [OH:24][C:8]1[N:9]([CH2:12][C:13]2[CH:18]=[CH:17][CH:16]=[C:15]([CH2:19][C:20]([O:22][CH3:23])=[O:21])[CH:14]=2)[C:10]2[C:6]([N:7]=1)=[C:5]([NH2:25])[N:4]=[C:3]([S:27][CH2:38][CH2:37][OH:39])[N:11]=2. The catalyst class is: 5. (3) Reactant: Cl.Cl.[NH2:3][CH2:4][C:5](=[O:20])[CH2:6][CH2:7][C:8]1[CH:13]=[CH:12][C:11]([C:14]2[N:15]=[C:16]([NH2:19])[S:17][CH:18]=2)=[CH:10][CH:9]=1.C(N(CC)C(C)C)(C)C.[C:30](=[O:37])([O:32][C:33]([CH3:36])([CH3:35])[CH3:34])N.C(=O)([O:40][C:41](C)(C)[CH3:42])N.O. Product: [C:33]([O:32][C:30](=[O:37])[NH:3][CH2:4][C:5](=[O:20])[CH2:6][CH2:7][C:8]1[CH:13]=[CH:12][C:11]([C:14]2[N:15]=[C:16]([NH:19][C:41](=[O:40])[CH3:42])[S:17][CH:18]=2)=[CH:10][CH:9]=1)([CH3:36])([CH3:35])[CH3:34]. The catalyst class is: 59. (4) Reactant: [CH2:1]([O:3][C:4](=[O:33])[CH2:5][N:6]([C:12]1[CH:17]=[C:16]([Cl:18])[C:15]([O:19][C:20]2[CH:25]=[CH:24][C:23]([O:26]C)=[C:22]([CH:28]([CH2:30][CH3:31])[CH3:29])[CH:21]=2)=[C:14]([Cl:32])[CH:13]=1)[C:7]([O:9][CH2:10][CH3:11])=[O:8])[CH3:2].B(Br)(Br)Br. Product: [CH2:1]([O:3][C:4](=[O:33])[CH2:5][N:6]([C:12]1[CH:17]=[C:16]([Cl:18])[C:15]([O:19][C:20]2[CH:25]=[CH:24][C:23]([OH:26])=[C:22]([CH:28]([CH2:30][CH3:31])[CH3:29])[CH:21]=2)=[C:14]([Cl:32])[CH:13]=1)[C:7]([O:9][CH2:10][CH3:11])=[O:8])[CH3:2]. The catalyst class is: 2.